From a dataset of Catalyst prediction with 721,799 reactions and 888 catalyst types from USPTO. Predict which catalyst facilitates the given reaction. Reactant: CC(C)([O-])C.[Na+].C[N:8]([C:10]1[C:15]([C:16]2[C:21](P(C3CCCCC3)C3CCCCC3)=[CH:20]C=CC=2)=CC=C[CH:11]=1)C.[C:35]([N:38]1[C:47]2[C:42](=[CH:43][C:44]([C:48]([O:50]CC)=[O:49])=[CH:45][CH:46]=2)[CH:41]([NH2:53])[CH:40]([CH3:54])[CH:39]1[CH:55]1[CH2:57][CH2:56]1)(=[O:37])[CH3:36].BrC1C=CC=C(C)N=1. Product: [C:35]([N:38]1[C:47]2[C:42](=[CH:43][C:44]([C:48]([OH:50])=[O:49])=[CH:45][CH:46]=2)[CH:41]([NH:53][C:20]2[CH:21]=[CH:16][CH:15]=[C:10]([CH3:11])[N:8]=2)[CH:40]([CH3:54])[CH:39]1[CH:55]1[CH2:56][CH2:57]1)(=[O:37])[CH3:36]. The catalyst class is: 62.